This data is from Full USPTO retrosynthesis dataset with 1.9M reactions from patents (1976-2016). The task is: Predict the reactants needed to synthesize the given product. The reactants are: [CH3:1][N:2]([C:9](=[O:18])[C:10]#[C:11][C:12]1[CH:17]=[CH:16][CH:15]=[CH:14][CH:13]=1)[CH2:3][C:4]([O:6]CC)=[O:5].[OH-].[Na+]. Given the product [CH3:1][N:2]([C:9](=[O:18])[C:10]#[C:11][C:12]1[CH:17]=[CH:16][CH:15]=[CH:14][CH:13]=1)[CH2:3][C:4]([OH:6])=[O:5], predict the reactants needed to synthesize it.